The task is: Regression. Given a peptide amino acid sequence and an MHC pseudo amino acid sequence, predict their binding affinity value. This is MHC class II binding data.. This data is from Peptide-MHC class II binding affinity with 134,281 pairs from IEDB. (1) The peptide sequence is EKWMTGRMGERQLQK. The MHC is H-2-IEd with pseudo-sequence H-2-IEd. The binding affinity (normalized) is 0.0816. (2) The peptide sequence is ENPGTARAWCQVAQKFTGGI. The MHC is DRB1_0401 with pseudo-sequence DRB1_0401. The binding affinity (normalized) is 0. (3) The peptide sequence is AMFVEDIAMGYVVSS. The MHC is DRB1_0901 with pseudo-sequence DRB1_0901. The binding affinity (normalized) is 0.675. (4) The peptide sequence is VIDVKLVDANGTLHD. The MHC is HLA-DQA10301-DQB10302 with pseudo-sequence HLA-DQA10301-DQB10302. The binding affinity (normalized) is 0.0831.